This data is from Forward reaction prediction with 1.9M reactions from USPTO patents (1976-2016). The task is: Predict the product of the given reaction. (1) Given the reactants Br[CH2:2][C:3]1[CH:19]=[CH:18][C:6]2[NH:7][C:8](=[O:17])[C:9]3[CH:15]=[CH:14][C:13]([Cl:16])=[CH:12][C:10]=3[NH:11][C:5]=2[CH:4]=1.[CH3:20][N:21]([CH3:26])[CH2:22][CH2:23][NH:24][CH3:25], predict the reaction product. The product is: [Cl:16][C:13]1[CH:14]=[CH:15][C:9]2[C:8](=[O:17])[NH:7][C:6]3[CH:18]=[CH:19][C:3]([CH2:2][N:24]([CH2:23][CH2:22][N:21]([CH3:26])[CH3:20])[CH3:25])=[CH:4][C:5]=3[NH:11][C:10]=2[CH:12]=1. (2) Given the reactants Br[C:2]1[CH:7]=[C:6]([Cl:8])[CH:5]=[CH:4][C:3]=1[CH3:9].C([O-])([O-])=O.[Na+].[Na+].[F:16][C:17]([F:28])([F:27])[C:18]1[CH:23]=[CH:22][C:21](B(O)O)=[CH:20][CH:19]=1, predict the reaction product. The product is: [Cl:8][C:6]1[CH:5]=[CH:4][C:3]([CH3:9])=[C:2]([C:21]2[CH:22]=[CH:23][C:18]([C:17]([F:28])([F:27])[F:16])=[CH:19][CH:20]=2)[CH:7]=1. (3) Given the reactants [Cl:1][C:2]1[CH:13]=[C:12]([N+:14]([O-])=O)[C:11]([N+:17]([O-])=O)=[CH:10][C:3]=1[C:4]([NH:6][CH:7]1[CH2:9][CH2:8]1)=[O:5].[Cl-].[NH4+], predict the reaction product. The product is: [NH2:14][C:12]1[C:11]([NH2:17])=[CH:10][C:3]([C:4]([NH:6][CH:7]2[CH2:9][CH2:8]2)=[O:5])=[C:2]([Cl:1])[CH:13]=1. (4) Given the reactants C(O[C:6](=O)[N:7]([C@@H:9]([C:23](=[O:38])[N:24]([CH3:37])[C@@H:25]([C:33](=[O:36])[NH:34][CH3:35])[CH2:26][C:27]1[CH:32]=[CH:31][CH:30]=[CH:29][CH:28]=1)[CH2:10][C:11]1[CH:16]=[CH:15][C:14]([C:17]2[CH:22]=[CH:21][CH:20]=[CH:19][CH:18]=2)=[CH:13][CH:12]=1)C)(C)(C)C.FC(F)(F)C(O)=O.C(=O)([O-])O.[Na+].C(=O)([O-])[O-].[Na+].[Na+].C(=O)([O-])O.[Na+], predict the reaction product. The product is: [C:14]1([C:17]2[CH:18]=[CH:19][CH:20]=[CH:21][CH:22]=2)[CH:13]=[CH:12][C:11]([CH2:10][C@@H:9]([NH:7][CH3:6])[C:23]([N:24]([CH3:37])[C@@H:25]([C:33](=[O:36])[NH:34][CH3:35])[CH2:26][C:27]2[CH:32]=[CH:31][CH:30]=[CH:29][CH:28]=2)=[O:38])=[CH:16][CH:15]=1. (5) Given the reactants [NH2:1][C:2]1[N:7]=[CH:6][C:5]([C:8]([O:10][CH2:11][CH3:12])=[O:9])=[CH:4][C:3]=1[CH:13]=[CH2:14], predict the reaction product. The product is: [NH2:1][C:2]1[N:7]=[CH:6][C:5]([C:8]([O:10][CH2:11][CH3:12])=[O:9])=[CH:4][C:3]=1[CH2:13][CH3:14]. (6) Given the reactants [CH3:1][O:2][C:3]1[CH:4]=[C:5]([CH:11]([CH3:16])[C:12]([O:14]C)=[O:13])[CH:6]=[CH:7][C:8]=1[O:9][CH3:10].C1(OC2C=CC(CC(O)=O)=CC=2OC)CCC1, predict the reaction product. The product is: [CH3:1][O:2][C:3]1[CH:4]=[C:5]([CH:11]([CH3:16])[C:12]([OH:14])=[O:13])[CH:6]=[CH:7][C:8]=1[O:9][CH3:10]. (7) Given the reactants [Cl:1][C:2]1[C:21]([Cl:22])=[C:20]([N+:23]([O-])=O)[CH:19]=[CH:18][C:3]=1[O:4][CH2:5][C:6]1[CH:11]=[CH:10][N:9]=[C:8]([NH:12][C:13](=[O:17])[CH2:14][O:15][CH3:16])[CH:7]=1, predict the reaction product. The product is: [Cl:1][C:2]1[C:21]([Cl:22])=[C:20]([NH2:23])[CH:19]=[CH:18][C:3]=1[O:4][CH2:5][C:6]1[CH:11]=[CH:10][N:9]=[C:8]([NH:12][C:13](=[O:17])[CH2:14][O:15][CH3:16])[CH:7]=1. (8) Given the reactants C[O:2][C:3](=[O:36])[CH:4]([N:31]1[CH:35]=[CH:34][CH:33]=[CH:32]1)[CH2:5][C:6]1[C:15]2[C:10](=[C:11]([CH2:16][CH2:17][CH2:18][C:19]3[N:20]=[C:21]([C:25]4[CH:30]=[CH:29][CH:28]=[CH:27][CH:26]=4)[O:22][C:23]=3[CH3:24])[CH:12]=[CH:13][CH:14]=2)[CH:9]=[CH:8][CH:7]=1.[Li+].[OH-], predict the reaction product. The product is: [CH3:24][C:23]1[O:22][C:21]([C:25]2[CH:30]=[CH:29][CH:28]=[CH:27][CH:26]=2)=[N:20][C:19]=1[CH2:18][CH2:17][CH2:16][C:11]1[CH:12]=[CH:13][CH:14]=[C:15]2[C:10]=1[CH:9]=[CH:8][CH:7]=[C:6]2[CH2:5][CH:4]([N:31]1[CH:35]=[CH:34][CH:33]=[CH:32]1)[C:3]([OH:36])=[O:2].